The task is: Predict the reactants needed to synthesize the given product.. This data is from Full USPTO retrosynthesis dataset with 1.9M reactions from patents (1976-2016). (1) Given the product [CH3:1][C:2]1([CH3:16])[O:15][C:6]2=[C:7]([CH3:14])[N:8]=[CH:9][C:10]([CH2:11][CH2:12][NH:13][CH2:17][C:19]3[CH:26]=[CH:25][C:22]([C:23]#[N:24])=[CH:21][CH:20]=3)=[C:5]2[CH2:4][O:3]1, predict the reactants needed to synthesize it. The reactants are: [CH3:1][C:2]1([CH3:16])[O:15][C:6]2=[C:7]([CH3:14])[N:8]=[CH:9][C:10]([CH2:11][CH2:12][NH2:13])=[C:5]2[CH2:4][O:3]1.[CH:17]([C:19]1[CH:26]=[CH:25][C:22]([C:23]#[N:24])=[CH:21][CH:20]=1)=O. (2) Given the product [NH2:1][C:2]1[N:3]=[C:4]([N:13]2[CH:17]=[CH:16][CH:15]=[N:14]2)[C:5]([C:11]#[N:12])=[C:6]([NH:25][CH2:24][C:23]2[CH:22]=[CH:21][C:20]([C:19]([F:18])([F:28])[F:29])=[CH:27][CH:26]=2)[N:7]=1, predict the reactants needed to synthesize it. The reactants are: [NH2:1][C:2]1[N:7]=[C:6](S(C)=O)[C:5]([C:11]#[N:12])=[C:4]([N:13]2[CH:17]=[CH:16][CH:15]=[N:14]2)[N:3]=1.[F:18][C:19]([F:29])([F:28])[C:20]1[CH:27]=[CH:26][C:23]([CH2:24][NH2:25])=[CH:22][CH:21]=1. (3) Given the product [Br:37][C:38]1[C:39]([C:46]([NH:19][C:14]2[CH:13]=[C:12]([NH:11][C:9](=[O:10])[C:8]3[CH:34]=[CH:35][CH:36]=[C:6]([C:3]([C:1]#[N:2])([CH3:4])[CH3:5])[CH:7]=3)[CH:17]=[CH:16][C:15]=2[CH3:18])=[O:48])=[N:40][C:41]([S:44][CH3:45])=[N:42][CH:43]=1, predict the reactants needed to synthesize it. The reactants are: [C:1]([C:3]([C:6]1[CH:7]=[C:8]([CH:34]=[CH:35][CH:36]=1)[C:9]([NH:11][C:12]1[CH:17]=[CH:16][C:15]([CH3:18])=[C:14]([NH:19]C(C2N=C(N3CCOCC3)N=CC=2)=O)[CH:13]=1)=[O:10])([CH3:5])[CH3:4])#[N:2].[Br:37][C:38]1[C:39]([C:46]([OH:48])=O)=[N:40][C:41]([S:44][CH3:45])=[N:42][CH:43]=1.CN(C(ON1N=NC2C=CC=NC1=2)=[N+](C)C)C.F[P-](F)(F)(F)(F)F.CCN(C(C)C)C(C)C. (4) Given the product [O:3]([CH:4]=[CH2:9])[S:33]([C:36]([F:39])([F:38])[F:37])(=[O:35])=[O:34], predict the reactants needed to synthesize it. The reactants are: C[Si](C)(C)[C:3]1[C:4](=[O:9])CCCC=1.CCC(C)[BH-](C(C)CC)C(C)CC.[Li+].C1(N([S:33]([C:36]([F:39])([F:38])[F:37])(=[O:35])=[O:34])[S:33]([C:36]([F:39])([F:38])[F:37])(=[O:35])=[O:34])C=CC=CC=1. (5) Given the product [CH:1]1([C:4]2[O:8][C:7]([CH:9]3[CH2:14][CH2:13][NH:12][CH2:11][CH2:10]3)=[N:6][N:5]=2)[CH2:2][CH2:3]1, predict the reactants needed to synthesize it. The reactants are: [CH:1]1([C:4]2[O:8][C:7]([CH:9]3[CH2:14][CH2:13][N:12](C(OC(C)(C)C)=O)[CH2:11][CH2:10]3)=[N:6][N:5]=2)[CH2:3][CH2:2]1.C(O)(C(F)(F)F)=O. (6) Given the product [CH2:1]([O:3][C:4]([C:6]1[C:10]([I:11])=[CH:9][N:8]([CH2:19][CH2:20][O:21][CH:22]2[CH2:27][CH2:26][CH2:25][CH2:24][O:23]2)[N:7]=1)=[O:5])[CH3:2], predict the reactants needed to synthesize it. The reactants are: [CH2:1]([O:3][C:4]([C:6]1[C:10]([I:11])=[CH:9][NH:8][N:7]=1)=[O:5])[CH3:2].C(=O)([O-])[O-].[Cs+].[Cs+].Br[CH2:19][CH2:20][O:21][CH:22]1[CH2:27][CH2:26][CH2:25][CH2:24][O:23]1. (7) The reactants are: [CH3:1][C:2]1([C:7]2[O:11][C:10]([CH2:12][N:13]3[CH:17]=[C:16]([NH2:18])[CH:15]=[N:14]3)=[CH:9][CH:8]=2)[O:6]CCO1.[C:19]1([C:33]2[CH:38]=[CH:37][CH:36]=[CH:35][CH:34]=2)[CH:24]=[CH:23][CH:22]=[C:21]([C:25]2[O:29][CH:28]=[N:27][C:26]=2[C:30](O)=[O:31])[CH:20]=1. Given the product [C:2]([C:7]1[O:11][C:10]([CH2:12][N:13]2[CH:17]=[C:16]([NH:18][C:30]([C:26]3[N:27]=[CH:28][O:29][C:25]=3[C:21]3[CH:20]=[C:19]([C:33]4[CH:38]=[CH:37][CH:36]=[CH:35][CH:34]=4)[CH:24]=[CH:23][CH:22]=3)=[O:31])[CH:15]=[N:14]2)=[CH:9][CH:8]=1)(=[O:6])[CH3:1], predict the reactants needed to synthesize it. (8) The reactants are: [CH3:1][O:2][C:3]1[C:8]([C:9]2[CH:14]=[CH:13][C:12]([O:15][C:16]3[CH:21]=[CH:20][N:19]=[C:18]([C:22]4[CH:23]=[N:24][N:25]([CH3:27])[CH:26]=4)[CH:17]=3)=[C:11]([CH3:28])[N:10]=2)=[CH:7][N:6]=[C:5](SC)[N:4]=1.C1C=C(Cl)C=C(C(OO)=O)C=1.[NH:42]1[CH2:46][CH2:45][CH2:44][CH2:43]1. Given the product [CH3:1][O:2][C:3]1[C:8]([C:9]2[CH:14]=[CH:13][C:12]([O:15][C:16]3[CH:21]=[CH:20][N:19]=[C:18]([C:22]4[CH:23]=[N:24][N:25]([CH3:27])[CH:26]=4)[CH:17]=3)=[C:11]([CH3:28])[N:10]=2)=[CH:7][N:6]=[C:5]([N:42]2[CH2:46][CH2:45][CH2:44][CH2:43]2)[N:4]=1, predict the reactants needed to synthesize it. (9) The reactants are: [Cl:1][C:2]1[CH:3]=[C:4]([NH2:15])[CH:5]=[CH:6][C:7]=1[S:8][C:9]1[N:10]([CH3:14])[CH2:11][CH2:12][N:13]=1.C(N(C(C)C)CC)(C)C.[C:25](Cl)(Cl)=[S:26]. Given the product [Cl:1][C:2]1[CH:3]=[C:4]([N:15]=[C:25]=[S:26])[CH:5]=[CH:6][C:7]=1[S:8][C:9]1[N:10]([CH3:14])[CH2:11][CH2:12][N:13]=1, predict the reactants needed to synthesize it.